Predict the product of the given reaction. From a dataset of Forward reaction prediction with 1.9M reactions from USPTO patents (1976-2016). (1) Given the reactants [CH3:1][C:2]1[CH:6]=[CH:5][O:4][C:3]=1[C:7]([NH:9][C:10]1[CH:11]=[C:12]([CH:26]=[CH:27][CH:28]=1)[O:13][C:14]1[CH:19]=[CH:18][N:17]=[C:16]2[CH:20]=[C:21]([C:23]([OH:25])=[O:24])[S:22][C:15]=12)=[O:8].Br[CH2:30][CH2:31][CH2:32][OH:33].C(=O)([O-])[O-].[K+].[K+].O, predict the reaction product. The product is: [CH3:1][C:2]1[CH:6]=[CH:5][O:4][C:3]=1[C:7]([NH:9][C:10]1[CH:11]=[C:12]([CH:26]=[CH:27][CH:28]=1)[O:13][C:14]1[CH:19]=[CH:18][N:17]=[C:16]2[CH:20]=[C:21]([C:23]([O:25][CH2:30][CH2:31][CH2:32][OH:33])=[O:24])[S:22][C:15]=12)=[O:8]. (2) Given the reactants CC[N:3]([CH:7]([CH3:9])C)[CH:4]([CH3:6])C.N1C=CC(C(O)=O)=C1.Cl.CN.[CH3:21][N:22]([C:24]([O:28]N1N=NC2C=CC=NC1=2)=[N+](C)C)C.F[P-](F)(F)(F)(F)F, predict the reaction product. The product is: [CH3:21][NH:22][C:24]([C:9]1[CH:6]=[CH:4][NH:3][CH:7]=1)=[O:28]. (3) Given the reactants Cl.[NH:2]([C:4]1[CH:11]=[CH:10][C:7]([C:8]#[N:9])=[C:6]([CH2:12][O:13][CH3:14])[CH:5]=1)[NH2:3].[CH:15]1([CH:20]=[C:21]2[CH2:30][CH2:29][C:28]3[CH:27]=[C:26]([C:31]([O:33][CH3:34])=[O:32])[CH:25]=[CH:24][C:23]=3[C:22]2=O)[CH2:19][CH2:18][CH2:17][CH2:16]1.[CH2:36](O)C, predict the reaction product. The product is: [C:8]([C:7]1[CH:10]=[CH:11][C:4]([N:2]2[CH:20]([CH:15]3[CH2:19][CH2:18][CH2:17][CH2:16]3)[CH:21]3[C:22]([C:23]4[CH:24]=[CH:25][C:26]([C:31]([O:33][CH2:34][CH3:36])=[O:32])=[CH:27][C:28]=4[CH2:29][CH2:30]3)=[N:3]2)=[CH:5][C:6]=1[CH2:12][O:13][CH3:14])#[N:9]. (4) Given the reactants Br[C:2]1[CH:7]=[CH:6][C:5]([CH2:8][NH:9][C:10]([CH:12]2[CH2:17][CH2:16][CH2:15][CH:14]([NH:18][C:19]3[N:24]=[C:23]([CH3:25])[N:22]=[C:21]([NH:26][CH3:27])[N:20]=3)[CH2:13]2)=[O:11])=[C:4]([O:28][C:29]([F:32])([F:31])[F:30])[CH:3]=1.[NH:33]1[CH2:38][CH2:37][O:36][CH2:35][CH2:34]1.C1C=CC(P(C2C(C3C(P(C4C=CC=CC=4)C4C=CC=CC=4)=CC=C4C=3C=CC=C4)=C3C(C=CC=C3)=CC=2)C2C=CC=CC=2)=CC=1.C(=O)([O-])[O-].[Cs+].[Cs+], predict the reaction product. The product is: [CH3:25][C:23]1[N:22]=[C:21]([NH:26][CH3:27])[N:20]=[C:19]([NH:18][CH:14]2[CH2:15][CH2:16][CH2:17][CH:12]([C:10]([NH:9][CH2:8][C:5]3[CH:6]=[CH:7][C:2]([N:33]4[CH2:38][CH2:37][O:36][CH2:35][CH2:34]4)=[CH:3][C:4]=3[O:28][C:29]([F:32])([F:31])[F:30])=[O:11])[CH2:13]2)[N:24]=1. (5) Given the reactants [C:1]([C:3]1[NH:7][C:6]([C:8]2[CH:13]=[CH:12][C:11]([NH:14][S:15]([CH2:18][CH3:19])(=[O:17])=[O:16])=[CH:10][CH:9]=2)=[CH:5][CH:4]=1)#[N:2].[CH3:20][C:21](C)([O-])[CH3:22].[K+].C(I)CC, predict the reaction product. The product is: [C:1]([C:3]1[N:7]([CH2:20][CH2:21][CH3:22])[C:6]([C:8]2[CH:9]=[CH:10][C:11]([NH:14][S:15]([CH2:18][CH3:19])(=[O:17])=[O:16])=[CH:12][CH:13]=2)=[CH:5][CH:4]=1)#[N:2]. (6) Given the reactants Br[C:2]1[CH:3]=[C:4]([NH:8][C:9]2[C:10]3[CH:11]=[CH:12][N:13]=[CH:14][C:15]=3[CH:16]=[CH:17][CH:18]=2)[CH:5]=[N:6][CH:7]=1.[C:19](=[NH:32])([C:26]1[CH:31]=[CH:30][CH:29]=[CH:28][CH:27]=1)[C:20]1[CH:25]=[CH:24][CH:23]=[CH:22][CH:21]=1.C1C=CC(P(C2C(C3C(P(C4C=CC=CC=4)C4C=CC=CC=4)=CC=C4C=3C=CC=C4)=C3C(C=CC=C3)=CC=2)C2C=CC=CC=2)=CC=1.CC(C)([O-])C.[Na+], predict the reaction product. The product is: [C:26]1([C:19]([C:20]2[CH:21]=[CH:22][CH:23]=[CH:24][CH:25]=2)=[N:32][C:2]2[CH:7]=[N:6][CH:5]=[C:4]([NH:8][C:9]3[CH:18]=[CH:17][CH:16]=[C:15]4[C:10]=3[CH:11]=[CH:12][N:13]=[CH:14]4)[CH:3]=2)[CH:27]=[CH:28][CH:29]=[CH:30][CH:31]=1. (7) The product is: [C:1]([O:5][C@@H:6]([C:11]1[C:40]([CH3:41])=[CH:39][C:38]2=[N:42][C:35]3=[CH:36][N:37]2[C:12]=1[N:13]1[CH2:14][CH2:15][C:16]([CH3:49])([O:17][CH2:18][CH2:19][CH2:20][CH2:21][C@H:22]([CH3:46])[O:23][C:24]2[CH:25]=[CH:26][C:27]([F:45])=[C:28]([F:44])[C:29]=2[C:30]2[CH:43]=[C:34]3[CH:33]=[CH:32][CH:31]=2)[CH2:47][CH2:48]1)[C:7]([OH:9])=[O:8])([CH3:4])([CH3:2])[CH3:3]. Given the reactants [C:1]([O:5][C@@H:6]([C:11]1[C:40]([CH3:41])=[CH:39][C:38]2=[N:42][C:35]3=[CH:36][N:37]2[C:12]=1[N:13]1[CH2:48][CH2:47][C:16]([CH3:49])([O:17][CH2:18][CH2:19][CH2:20][CH2:21][C@H:22]([CH3:46])[O:23][C:24]2[CH:25]=[CH:26][C:27]([F:45])=[C:28]([F:44])[C:29]=2[C:30]2[CH:43]=[C:34]3[CH:33]=[CH:32][CH:31]=2)[CH2:15][CH2:14]1)[C:7]([O:9]C)=[O:8])([CH3:4])([CH3:3])[CH3:2].C(O[C@@H](C1C(C)=CC2=NC3=C(Cl)N2C=1N1CCC(C)(OCCCC[C@H](C)OC2C=CC(C)=CC=2C2C=C3C=CC=2)CC1)C(O)=O)(C)(C)C, predict the reaction product.